From a dataset of Forward reaction prediction with 1.9M reactions from USPTO patents (1976-2016). Predict the product of the given reaction. Given the reactants [N:1]([C:4]1[CH:5]=[CH:6][C:7]([CH3:27])=[C:8]([C:10]([C:12]2[CH:17]=[CH:16][C:15]([NH:18][C:19]3[CH:24]=[CH:23][CH:22]=[CH:21][C:20]=3[CH3:25])=[CH:14][C:13]=2[Cl:26])=[O:11])[CH:9]=1)=[N+:2]=[N-:3].[CH2:28]([OH:32])[CH2:29][C:30]#[CH:31], predict the reaction product. The product is: [Cl:26][C:13]1[CH:14]=[C:15]([NH:18][C:19]2[CH:24]=[CH:23][CH:22]=[CH:21][C:20]=2[CH3:25])[CH:16]=[CH:17][C:12]=1[C:10]([C:8]1[CH:9]=[C:4]([N:1]2[CH:31]=[C:30]([CH2:29][CH2:28][OH:32])[N:3]=[N:2]2)[CH:5]=[CH:6][C:7]=1[CH3:27])=[O:11].